Predict the product of the given reaction. From a dataset of Forward reaction prediction with 1.9M reactions from USPTO patents (1976-2016). (1) Given the reactants [CH2:1]([O:8][C:9]([N:11]1[CH2:15][C:14](=[O:16])[CH:13]([C:17]([O:19][CH2:20][CH3:21])=[O:18])[CH2:12]1)=[O:10])[C:2]1[CH:7]=[CH:6][CH:5]=[CH:4][CH:3]=1.[C:22](=O)([O-])[O-].[K+].[K+].CI, predict the reaction product. The product is: [CH2:1]([O:8][C:9]([N:11]1[CH2:15][C:14](=[O:16])[C:13]([CH3:22])([C:17]([O:19][CH2:20][CH3:21])=[O:18])[CH2:12]1)=[O:10])[C:2]1[CH:3]=[CH:4][CH:5]=[CH:6][CH:7]=1. (2) Given the reactants ClC(Cl)(Cl)[C:3]([C:5]1[NH:9][CH:8]=[C:7]([C:10]#[N:11])[CH:6]=1)=[O:4].[C:14]([O:18][C:19]([N:21]1[CH2:26][CH2:25][CH2:24][C@H:23]([C:27](=[NH:30])[NH:28]O)[CH2:22]1)=[O:20])([CH3:17])([CH3:16])[CH3:15].C(N(CC)CC)C, predict the reaction product. The product is: [C:14]([O:18][C:19]([N:21]1[CH2:26][CH2:25][CH2:24][C@H:23]([C:27]2[N:30]=[C:3]([C:5]3[NH:9][CH:8]=[C:7]([C:10]#[N:11])[CH:6]=3)[O:4][N:28]=2)[CH2:22]1)=[O:20])([CH3:17])([CH3:15])[CH3:16].